This data is from Reaction yield outcomes from USPTO patents with 853,638 reactions. The task is: Predict the reaction yield, written as a fraction of the theoretical maximum amount of product (1.0 means a 100% yield; for example, 0.34 means a 34% yield). (1) The reactants are [F:1][C:2]1[CH:7]=[C:6]([N+:8]([O-])=O)[C:5]([O:11][CH3:12])=[CH:4][C:3]=1[CH2:13][CH2:14][N:15]1[CH2:20][CH2:19][CH2:18][CH2:17][CH2:16]1. The catalyst is CCOC(C)=O. The product is [F:1][C:2]1[C:3]([CH2:13][CH2:14][N:15]2[CH2:20][CH2:19][CH2:18][CH2:17][CH2:16]2)=[CH:4][C:5]([O:11][CH3:12])=[C:6]([CH:7]=1)[NH2:8]. The yield is 0.810. (2) The yield is 0.410. The product is [CH2:1]([O:8][C:9]([NH:11][CH:12]([CH:17]1[CH2:20][O:19][CH2:18]1)[C:13]([O:15][CH3:16])=[O:14])=[O:10])[C:2]1[CH:3]=[CH:4][CH:5]=[CH:6][CH:7]=1. The catalyst is CO.[Pd]. The reactants are [CH2:1]([O:8][C:9]([NH:11][C:12](=[C:17]1[CH2:20][O:19][CH2:18]1)[C:13]([O:15][CH3:16])=[O:14])=[O:10])[C:2]1[CH:7]=[CH:6][CH:5]=[CH:4][CH:3]=1.C(ON1C(=O)CCC1=O)(OCC1C=CC=CC=1)=O.C(N(CC)CC)C. (3) The catalyst is CN(C)C1C=CN=CC=1.O. The yield is 0.260. The product is [Cl:1][C:2]1[C:3]([O:12][C:13]2[CH:18]=[C:17]([O:19][CH:20]([CH3:22])[CH3:21])[CH:16]=[CH:15][C:14]=2/[CH:23]=[C:24](\[CH3:28])/[C:25]([NH:37][S:34]([N:29]2[CH2:33][CH2:32][CH2:31][CH2:30]2)(=[O:36])=[O:35])=[O:26])=[N:4][CH:5]=[C:6]([C:8]([F:10])([F:9])[F:11])[CH:7]=1. The reactants are [Cl:1][C:2]1[C:3]([O:12][C:13]2[CH:18]=[C:17]([O:19][CH:20]([CH3:22])[CH3:21])[CH:16]=[CH:15][C:14]=2/[CH:23]=[C:24](\[CH3:28])/[C:25](O)=[O:26])=[N:4][CH:5]=[C:6]([C:8]([F:11])([F:10])[F:9])[CH:7]=1.[N:29]1([S:34]([NH2:37])(=[O:36])=[O:35])[CH2:33][CH2:32][CH2:31][CH2:30]1.Cl.C(N=C=NCCCN(C)C)C.CN(C)C=O. (4) The reactants are [C:1]([O:5][C@@H:6]([C:12]1[C:13]([CH3:27])=[N:14][C:15]2[N:16]([N:19]=[C:20]([C:22]([O:24][CH2:25][CH3:26])=[O:23])[CH:21]=2)[C:17]=1I)[C:7]([O:9][CH2:10][CH3:11])=[O:8])([CH3:4])([CH3:3])[CH3:2].[CH:28](/[C:32]1([CH3:38])[CH2:37][CH2:36][NH:35][CH2:34][CH2:33]1)=[CH:29]\[CH:30]=[CH2:31].Cl.CCN(C(C)C)C(C)C. The catalyst is CN1C(=O)CCC1.O. The product is [CH:28](/[C:32]1([CH3:38])[CH2:33][CH2:34][N:35]([C:17]2[N:16]3[N:19]=[C:20]([C:22]([O:24][CH2:25][CH3:26])=[O:23])[CH:21]=[C:15]3[N:14]=[C:13]([CH3:27])[C:12]=2[C@H:6]([O:5][C:1]([CH3:4])([CH3:3])[CH3:2])[C:7]([O:9][CH2:10][CH3:11])=[O:8])[CH2:36][CH2:37]1)=[CH:29]\[CH:30]=[CH2:31]. The yield is 0.458.